This data is from Reaction yield outcomes from USPTO patents with 853,638 reactions. The task is: Predict the reaction yield, written as a fraction of the theoretical maximum amount of product (1.0 means a 100% yield; for example, 0.34 means a 34% yield). (1) The reactants are [Cl:1][C:2]1[N:7]=[CH:6][N:5]=[C:4]([NH:8][C:9]2[CH:14]=[CH:13][C:12]([S:15]([CH3:18])(=[O:17])=[O:16])=[CH:11][CH:10]=2)[C:3]=1[N+:19]([O-])=O.[N:22]([O-])=O.[Na+]. The catalyst is ClCCl.C(O)(=O)C.O. The product is [Cl:1][C:2]1[C:3]2[N:19]=[N:22][N:8]([C:9]3[CH:14]=[CH:13][C:12]([S:15]([CH3:18])(=[O:17])=[O:16])=[CH:11][CH:10]=3)[C:4]=2[N:5]=[CH:6][N:7]=1. The yield is 0.778. (2) The reactants are [F:1][C:2]1[CH:28]=[CH:27][C:5]([CH2:6][N:7]2[CH2:10][CH:9]([S:11][C:12]3[C@H:13]([CH3:26])[C@@H:14]4[C@@H:21]([C@H:22]([OH:24])[CH3:23])[C:20](=[O:25])[N:15]4[C:16]=3[C:17]([OH:19])=[O:18])[CH2:8]2)=[CH:4][CH:3]=1.[C:29]([O:35][CH2:36]Cl)(=[O:34])[C:30]([CH3:33])([CH3:32])[CH3:31].C(N(CC)CC)C.O. The catalyst is [Cl-].C([N+](CC)(CC)CC)C1C=CC=CC=1.CN(C)C=O. The product is [F:1][C:2]1[CH:28]=[CH:27][C:5]([CH2:6][N:7]2[CH2:8][CH:9]([S:11][C:12]3[C@H:13]([CH3:26])[C@@H:14]4[C@@H:21]([C@H:22]([OH:24])[CH3:23])[C:20](=[O:25])[N:15]4[C:16]=3[C:17]([O:19][CH2:36][O:35][C:29](=[O:34])[C:30]([CH3:33])([CH3:32])[CH3:31])=[O:18])[CH2:10]2)=[CH:4][CH:3]=1. The yield is 0.830. (3) The reactants are C([O-])([O-])=O.[K+].[K+].[C:7]1([S:13]([CH2:16][CH2:17][SH:18])(=[O:15])=[O:14])[CH:12]=[CH:11][CH:10]=[CH:9][CH:8]=1.Cl[C:20]1[C:29]([C:30]([OH:32])=[O:31])=[CH:28][C:27]2[C:22](=[CH:23][CH:24]=[C:25]([C:33]([F:36])([F:35])[F:34])[CH:26]=2)[N:21]=1. The catalyst is CC(C)=O. The product is [C:7]1([S:13]([CH2:16][CH2:17][S:18][C:20]2[C:29]([C:30]([OH:32])=[O:31])=[CH:28][C:27]3[C:22](=[CH:23][CH:24]=[C:25]([C:33]([F:34])([F:36])[F:35])[CH:26]=3)[N:21]=2)(=[O:15])=[O:14])[CH:8]=[CH:9][CH:10]=[CH:11][CH:12]=1. The yield is 0.720. (4) The reactants are CS(C)=O.C(Cl)(=O)C(Cl)=O.[OH:11][CH2:12][CH:13]1[CH2:18][N:17]([C:19]([O:21][C:22]([CH3:25])([CH3:24])[CH3:23])=[O:20])[CH2:16][CH2:15][N:14]1[C:26]([O:28][C:29]([CH3:32])([CH3:31])[CH3:30])=[O:27].C(N(CC)CC)C. The catalyst is C(Cl)Cl.O. The product is [CH:12]([CH:13]1[CH2:18][N:17]([C:19]([O:21][C:22]([CH3:25])([CH3:23])[CH3:24])=[O:20])[CH2:16][CH2:15][N:14]1[C:26]([O:28][C:29]([CH3:32])([CH3:31])[CH3:30])=[O:27])=[O:11]. The yield is 0.800. (5) The reactants are [N:1]1[NH:2][C:3](=[O:11])[CH:4]=[C:5]2[CH2:10][CH2:9][CH2:8][O:7][C:6]=12.[H-].[Na+].C1C=CC(N([S:21]([C:24]([F:27])([F:26])[F:25])(=[O:23])=[O:22])[S:21]([C:24]([F:27])([F:26])[F:25])(=[O:23])=[O:22])=CC=1. The catalyst is CN(C=O)C.C(OCC)(=O)C. The product is [F:25][C:24]([F:27])([F:26])[S:21]([O:11][C:3]1[N:2]=[N:1][C:6]2[O:7][CH2:8][CH2:9][CH2:10][C:5]=2[CH:4]=1)(=[O:23])=[O:22]. The yield is 0.800. (6) The reactants are [H-].[Na+].[Br:3][C:4]1[CH:5]=[N:6][C:7]([C:10]([NH:12][C:13]2[CH:18]=[CH:17][C:16]([F:19])=[CH:15][CH:14]=2)=[O:11])=[N:8][CH:9]=1.[CH3:20][Si:21]([CH3:28])([CH3:27])[CH2:22][CH2:23][O:24][CH2:25]Cl. The catalyst is CN(C)C=O. The product is [Br:3][C:4]1[CH:9]=[N:8][C:7]([C:10]([N:12]([C:13]2[CH:18]=[CH:17][C:16]([F:19])=[CH:15][CH:14]=2)[CH2:25][O:24][CH2:23][CH2:22][Si:21]([CH3:28])([CH3:27])[CH3:20])=[O:11])=[N:6][CH:5]=1. The yield is 0.840. (7) The reactants are Cl[C:2]1[C:7]([CH:8]=[O:9])=[C:6]([NH:10][C:11]2[CH:16]=[CH:15][CH:14]=[CH:13][CH:12]=2)[N:5]=[C:4]([S:17][CH3:18])[N:3]=1.C([O-])([O-])=O.[K+].[K+].[C:25]1(B(O)O)[CH:30]=[CH:29][CH:28]=[CH:27][CH:26]=1. The catalyst is O1CCOCC1.O.[Pd].C1(P(C2C=CC=CC=2)C2C=CC=CC=2)C=CC=CC=1.C1(P(C2C=CC=CC=2)C2C=CC=CC=2)C=CC=CC=1.C1(P(C2C=CC=CC=2)C2C=CC=CC=2)C=CC=CC=1.C1(P(C2C=CC=CC=2)C2C=CC=CC=2)C=CC=CC=1. The product is [CH3:18][S:17][C:4]1[N:3]=[C:2]([C:25]2[CH:30]=[CH:29][CH:28]=[CH:27][CH:26]=2)[C:7]([CH:8]=[O:9])=[C:6]([NH:10][C:11]2[CH:16]=[CH:15][CH:14]=[CH:13][CH:12]=2)[N:5]=1. The yield is 0.700. (8) The reactants are [C:1]([NH:4][CH:5]([CH2:9][S:10][C:11](=[O:19])[C:12]1[CH:17]=[CH:16][C:15]([CH3:18])=[CH:14][CH:13]=1)[C:6]([OH:8])=[O:7])(=[O:3])[CH3:2].[CH2:20](N(CC)CC)[CH3:21].ICC. The catalyst is O. The product is [C:1]([NH:4][C@@H:5]([CH2:9][S:10][C:11](=[O:19])[C:12]1[CH:17]=[CH:16][C:15]([CH3:18])=[CH:14][CH:13]=1)[C:6]([O:8][CH2:20][CH3:21])=[O:7])(=[O:3])[CH3:2]. The yield is 0.600.